This data is from Catalyst prediction with 721,799 reactions and 888 catalyst types from USPTO. The task is: Predict which catalyst facilitates the given reaction. (1) Reactant: [Cl:1][C:2]1[CH:7]=[CH:6][C:5]([C:8]2([OH:34])[CH2:13][CH2:12][N:11]([CH2:14][CH2:15][CH:16]=[C:17]3[C:23]4[CH:24]=[CH:25][CH:26]=[N:27][C:22]=4[CH2:21][O:20][C:19]4[CH:28]=[CH:29][C:30]([OH:32])=[CH:31][C:18]3=4)[CH2:10][CH:9]2[CH3:33])=[CH:4][CH:3]=1.[H-].[Na+].Br[CH2:38][C:39]([O:41][CH3:42])=[O:40]. Product: [CH3:42][O:41][C:39](=[O:40])[CH2:38][O:32][C:30]1[CH:29]=[CH:28][C:19]2[O:20][CH2:21][C:22]3[N:27]=[CH:26][CH:25]=[CH:24][C:23]=3[C:17](=[CH:16][CH2:15][CH2:14][N:11]3[CH2:12][CH2:13][C:8]([C:5]4[CH:6]=[CH:7][C:2]([Cl:1])=[CH:3][CH:4]=4)([OH:34])[CH:9]([CH3:33])[CH2:10]3)[C:18]=2[CH:31]=1. The catalyst class is: 9. (2) Reactant: [NH2:1][C:2]1[N:7]=[C:6]([C:8](=O)[CH3:9])[CH:5]=[CH:4][N:3]=1.Cl.[NH2:12][OH:13].C([O-])(=O)C.[Na+]. Product: [NH2:1][C:2]1[N:7]=[C:6]([C:8](=[N:12][OH:13])[CH3:9])[CH:5]=[CH:4][N:3]=1. The catalyst class is: 40. (3) Reactant: [N:1]1([C:6]2[CH:11]=[CH:10][C:9]([CH:12]3[CH2:17][CH2:16][N:15]([C:18]([C:20]4[CH:21]=[CH:22][C:23]([CH3:36])=[C:24]([NH:26][C:27](=[O:35])[C:28]5[CH:33]=[CH:32][C:31](Cl)=[N:30][CH:29]=5)[CH:25]=4)=[O:19])[CH2:14][C:13]3([CH3:38])[CH3:37])=[CH:8][CH:7]=2)[CH:5]=[CH:4][N:3]=[CH:2]1.[CH:39]([NH2:42])([CH3:41])[CH3:40].C([O-])([O-])=O.[Na+].[Na+]. Product: [N:1]1([C:6]2[CH:11]=[CH:10][C:9]([CH:12]3[CH2:17][CH2:16][N:15]([C:18]([C:20]4[CH:21]=[CH:22][C:23]([CH3:36])=[C:24]([NH:26][C:27](=[O:35])[C:28]5[CH:33]=[CH:32][C:31]([NH:42][CH:39]([CH3:41])[CH3:40])=[N:30][CH:29]=5)[CH:25]=4)=[O:19])[CH2:14][C:13]3([CH3:38])[CH3:37])=[CH:8][CH:7]=2)[CH:5]=[CH:4][N:3]=[CH:2]1. The catalyst class is: 12.